The task is: Predict the product of the given reaction.. This data is from Forward reaction prediction with 1.9M reactions from USPTO patents (1976-2016). (1) The product is: [Si:5]([O:32][CH2:31][C:16]1[C:17]([O:29][CH3:30])=[N:18][C:19]2[C:24]([C:15]=1[Cl:14])=[CH:23][C:22]([C:25]([O:27][CH3:28])=[O:26])=[CH:21][CH:20]=2)([C:1]([CH3:4])([CH3:3])[CH3:2])([CH3:7])[CH3:6]. Given the reactants [C:1]([Si:5](Cl)([CH3:7])[CH3:6])([CH3:4])([CH3:3])[CH3:2].N1C=CN=C1.[Cl:14][C:15]1[C:24]2[C:19](=[CH:20][CH:21]=[C:22]([C:25]([O:27][CH3:28])=[O:26])[CH:23]=2)[N:18]=[C:17]([O:29][CH3:30])[C:16]=1[CH2:31][OH:32].O, predict the reaction product. (2) Given the reactants [N:1]([O-])=O.[Na+].[NH2:5][C:6]1[N:10]([CH2:11][CH2:12]O)[N:9]=[C:8]([C:14]2[CH:19]=[CH:18][C:17]([F:20])=[CH:16][CH:15]=2)[C:7]=1[C:21]#[C:22][C:23]1[CH:28]=[CH:27][CH:26]=[CH:25][CH:24]=1.[OH2:29].C(Cl)Cl.[ClH:33], predict the reaction product. The product is: [Cl:33][C:21]1[C:22]([C:23]2[CH:28]=[CH:27][CH:26]=[CH:25][CH:24]=2)=[N:1][N:5]=[C:6]2[N:10]([CH2:11][CH2:12][OH:29])[N:9]=[C:8]([C:14]3[CH:19]=[CH:18][C:17]([F:20])=[CH:16][CH:15]=3)[C:7]=12. (3) Given the reactants [CH3:1][NH:2]N.Cl.[CH2:5]([O:7][C:8](=[O:21])[C:9](=[CH:17][N:18](C)C)[C:10](=O)[C:11]([O:13][CH2:14][CH3:15])=[O:12])[CH3:6], predict the reaction product. The product is: [CH2:14]([O:13][C:11]([C:10]1[N:2]([CH3:1])[N:18]=[CH:17][C:9]=1[C:8]([O:7][CH2:5][CH3:6])=[O:21])=[O:12])[CH3:15]. (4) The product is: [Cl:7][C:8]1[C:16]2[N:15]=[C:14]([C:17]3[CH:22]=[CH:21][CH:20]=[C:19]([C:23]4[S:27][C:26]([CH2:28][N:1]5[CH2:6][CH2:5][N:4]([C:55]6[CH:50]=[CH:47][N:48]=[CH:53][CH:54]=6)[CH2:3][CH2:2]5)=[CH:25][CH:24]=4)[CH:18]=3)[NH:13][C:12]=2[CH:11]=[CH:10][CH:9]=1. Given the reactants [NH:1]1[CH2:6][CH2:5][NH:4][CH2:3][CH2:2]1.[Cl:7][C:8]1[C:16]2[N:15]=[C:14]([C:17]3[CH:18]=[C:19]([C:23]4[S:27][C:26]([CH:28]=O)=[CH:25][CH:24]=4)[CH:20]=[CH:21][CH:22]=3)[NH:13][C:12]=2[CH:11]=[CH:10][CH:9]=1.C(C1SC(B(O)O)=CC=1)=O.ClC1C2[N:48]=[C:47]([C:50]3[CH:55]=[CH:54][CH:53]=C(I)C=3)NC=2C=CC=1.IC1C=C(C=CC=1)C=O, predict the reaction product. (5) Given the reactants FC(F)(F)C(OC(=O)C(F)(F)F)=O.[C:14]([O:18][C:19]([N:21]1[CH2:40][CH2:39][C:24]2([N:28]=[C:27]([C:29]3[CH:34]=[CH:33][C:32]([C:35](=O)[NH2:36])=[CH:31][CH:30]=3)[NH:26][C:25]2=[O:38])[CH2:23][CH2:22]1)=[O:20])([CH3:17])([CH3:16])[CH3:15].N1C=CC=CC=1.C([O-])(O)=O.[Na+], predict the reaction product. The product is: [C:14]([O:18][C:19]([N:21]1[CH2:22][CH2:23][C:24]2([N:28]=[C:27]([C:29]3[CH:30]=[CH:31][C:32]([C:35]#[N:36])=[CH:33][CH:34]=3)[NH:26][C:25]2=[O:38])[CH2:39][CH2:40]1)=[O:20])([CH3:17])([CH3:15])[CH3:16]. (6) Given the reactants C([Li])CCC.Cl.Br[C:8]1[CH:13]=[CH:12][N:11]=[CH:10][CH:9]=1.CCOCC.[O:19]=[C:20]1[CH2:24][CH2:23][N:22]([C:25]([O:27][C:28]([CH3:31])([CH3:30])[CH3:29])=[O:26])[CH2:21]1, predict the reaction product. The product is: [OH:19][C:20]1([C:8]2[CH:13]=[CH:12][N:11]=[CH:10][CH:9]=2)[CH2:24][CH2:23][N:22]([C:25]([O:27][C:28]([CH3:31])([CH3:30])[CH3:29])=[O:26])[CH2:21]1. (7) Given the reactants [CH3:1][NH:2][CH2:3][C:4]1[N:5]([CH3:13])[C:6]2[C:11]([CH:12]=1)=[CH:10][CH:9]=[CH:8][CH:7]=2.CNCC1C=CC2C(=CC=CC=2)C=1CCC.[ClH:30].[CH2:31]([O:33][C:34]([CH2:36][N:37]1[CH2:43][C:42]2[CH:44]=[C:45](/[CH:48]=[CH:49]/[C:50]([OH:52])=O)[CH:46]=[N:47][C:41]=2[NH:40][C:39](=[O:53])[CH2:38]1)=[O:35])[CH3:32].Cl.CN1CC2C=C(/C=C/C(O)=O)C=NC=2NC(=O)C1, predict the reaction product. The product is: [ClH:30].[CH2:31]([O:33][C:34](=[O:35])[CH2:36][N:37]1[CH2:43][C:42]2[CH:44]=[C:45](/[CH:48]=[CH:49]/[C:50](=[O:52])[N:2]([CH3:1])[CH2:3][C:4]3[N:5]([CH3:13])[C:6]4[C:11]([CH:12]=3)=[CH:10][CH:9]=[CH:8][CH:7]=4)[CH:46]=[N:47][C:41]=2[NH:40][C:39](=[O:53])[CH2:38]1)[CH3:32]. (8) The product is: [Cl:1][C:2]1[C:7]2[N:8]=[C:9]([O:11][C:12]3[C:17]([CH3:18])=[CH:16][C:15]([Cl:19])=[CH:14][C:13]=3[Cl:20])[NH:10][C:6]=2[C:5]([CH:30]([CH2:33][CH3:34])[CH2:31][CH3:32])=[CH:4][CH:3]=1. Given the reactants [Cl:1][C:2]1[C:7]2[N:8](CC3C=CC(OC)=CC=3)[C:9]([O:11][C:12]3[C:17]([CH3:18])=[CH:16][C:15]([Cl:19])=[CH:14][C:13]=3[Cl:20])=[N:10][C:6]=2[C:5]([CH:30]([CH2:33][CH3:34])[CH2:31][CH3:32])=[CH:4][CH:3]=1.FC(F)(F)C(O)=O, predict the reaction product. (9) Given the reactants [CH3:1][Si:2]([CH3:13])([CH3:12])[CH2:3][CH2:4][O:5][CH2:6][N:7]1[CH:11]=[CH:10][N:9]=[CH:8]1.C(N(CC)CC)C.[F:21][C:22]1[CH:30]=[CH:29][C:28]([I:31])=[CH:27][C:23]=1[C:24](Cl)=[O:25], predict the reaction product. The product is: [F:21][C:22]1[CH:30]=[CH:29][C:28]([I:31])=[CH:27][C:23]=1[C:24]([C:8]1[N:7]([CH2:6][O:5][CH2:4][CH2:3][Si:2]([CH3:13])([CH3:12])[CH3:1])[CH:11]=[CH:10][N:9]=1)=[O:25]. (10) Given the reactants [CH2:1]([O:3][CH2:4][C:5]([NH:7][C:8]([CH3:28])([CH3:27])[CH2:9][N:10]1[C:22]2[C:21]3[CH:20]=[CH:19][CH:18]=[CH:17][C:16]=3[N:15]=[CH:14][C:13]=2[N:12]=[C:11]1[CH2:23][O:24][CH2:25][CH3:26])=[O:6])[CH3:2].ClC1C=C(C=CC=1)C(OO)=[O:34], predict the reaction product. The product is: [CH2:1]([O:3][CH2:4][C:5]([NH:7][C:8]([CH3:27])([CH3:28])[CH2:9][N:10]1[C:22]2[C:21]3[CH:20]=[CH:19][CH:18]=[CH:17][C:16]=3[N+:15]([O-:34])=[CH:14][C:13]=2[N:12]=[C:11]1[CH2:23][O:24][CH2:25][CH3:26])=[O:6])[CH3:2].